This data is from Forward reaction prediction with 1.9M reactions from USPTO patents (1976-2016). The task is: Predict the product of the given reaction. (1) Given the reactants [NH2:1][C:2]1[S:3][C:4]([C:23]2[CH:28]=[CH:27][N:26]=[C:25](Cl)[N:24]=2)=[C:5]([C:7]2[CH:8]=[C:9]([N:13]([CH3:22])[C:14]([CH:16]3[CH2:21][CH2:20][CH2:19][CH2:18][CH2:17]3)=[O:15])[CH:10]=[CH:11][CH:12]=2)[N:6]=1.NC1SC(C2NC(=O)N=CC=2)=C(C2C=C(N(C)C(C3CCCCC3)=O)C=CC=2)N=1.[Cl:59][C:60]1[CH:61]=[C:62]([NH2:72])[CH:63]=[CH:64][C:65]=1[O:66][CH2:67][CH2:68][N:69]([CH3:71])[CH3:70].C([O-])(O)=O.[Na+], predict the reaction product. The product is: [NH2:1][C:2]1[S:3][C:4]([C:23]2[CH:28]=[CH:27][N:26]=[C:25]([NH:72][C:62]3[CH:63]=[CH:64][C:65]([O:66][CH2:67][CH2:68][N:69]([CH3:70])[CH3:71])=[C:60]([Cl:59])[CH:61]=3)[N:24]=2)=[C:5]([C:7]2[CH:8]=[C:9]([N:13]([CH3:22])[C:14]([CH:16]3[CH2:17][CH2:18][CH2:19][CH2:20][CH2:21]3)=[O:15])[CH:10]=[CH:11][CH:12]=2)[N:6]=1. (2) Given the reactants [BH4-].[Na+].[Cl:3][C:4]1[CH:9]=[CH:8][C:7]([CH2:10][N:11]2[C:15]3[C:16](=[O:19])[CH2:17][CH2:18][C:14]=3[N:13]=[C:12]2[CH:20]2[CH2:22][CH2:21]2)=[CH:6][CH:5]=1, predict the reaction product. The product is: [Cl:3][C:4]1[CH:5]=[CH:6][C:7]([CH2:10][N:11]2[C:15]3[CH:16]([OH:19])[CH2:17][CH2:18][C:14]=3[N:13]=[C:12]2[CH:20]2[CH2:21][CH2:22]2)=[CH:8][CH:9]=1. (3) Given the reactants [CH3:1][N:2]([S:22]([C:25]1[S:26][CH:27]=[CH:28][CH:29]=1)(=[O:24])=[O:23])[C:3]1[CH:4]=[CH:5][CH:6]=[C:7]2[C:11]=1[NH:10][C:9]([C:12]1[S:16][C:15]([C:17](OCC)=[O:18])=[N:14][N:13]=1)=[CH:8]2.O1CCCC1.[BH4-].[Na+], predict the reaction product. The product is: [OH:18][CH2:17][C:15]1[S:16][C:12]([C:9]2[NH:10][C:11]3[C:7]([CH:8]=2)=[CH:6][CH:5]=[CH:4][C:3]=3[N:2]([CH3:1])[S:22]([C:25]2[S:26][CH:27]=[CH:28][CH:29]=2)(=[O:24])=[O:23])=[N:13][N:14]=1. (4) Given the reactants [CH3:1][O:2][C:3](=[O:20])[CH2:4][C:5]1[CH:10]=[CH:9][CH:8]=[C:7]([NH:11][C:12]([C:14]2[O:15][C:16](Br)=[CH:17][CH:18]=2)=[O:13])[CH:6]=1.[F:21][C:22]([F:34])([F:33])[O:23][C:24]1[CH:25]=[C:26](B(O)O)[CH:27]=[CH:28][CH:29]=1, predict the reaction product. The product is: [CH3:1][O:2][C:3](=[O:20])[CH2:4][C:5]1[CH:10]=[CH:9][CH:8]=[C:7]([NH:11][C:12]([C:14]2[O:15][C:16]([C:26]3[CH:27]=[CH:28][CH:29]=[C:24]([O:23][C:22]([F:21])([F:33])[F:34])[CH:25]=3)=[CH:17][CH:18]=2)=[O:13])[CH:6]=1. (5) Given the reactants C(SCCCCCC[NH2:27])(C1C=CC=CC=1)(C1C=CC=CC=1)C1C=CC=CC=1.Cl[C:29]([O:31][C:32]1[CH:37]=[CH:36][C:35]([N+:38]([O-:40])=[O:39])=[CH:34][CH:33]=1)=[O:30].CCN(C(C)C)C(C)C.C(O)(=O)C, predict the reaction product. The product is: [C:29](=[O:30])([O:31][C:32]1[CH:37]=[CH:36][C:35]([N+:38]([O-:40])=[O:39])=[CH:34][CH:33]=1)[NH2:27]. (6) Given the reactants C([O:4][C@:5]1(O)[CH2:9][N:8]([C:10]([O:12][C:13]([CH3:16])([CH3:15])[CH3:14])=[O:11])[C@H:7]([CH2:17][O:18][C:19]2[CH:28]=[CH:27][C:22]([C:23]([O:25][CH3:26])=[O:24])=[CH:21][CH:20]=2)[CH2:6]1)(=O)C.C([O-])([O-])=O.[K+].[K+], predict the reaction product. The product is: [C:13]([O:12][C:10]([N:8]1[CH2:9][C@@H:5]([OH:4])[CH2:6][C@H:7]1[CH2:17][O:18][C:19]1[CH:20]=[CH:21][C:22]([C:23]([O:25][CH3:26])=[O:24])=[CH:27][CH:28]=1)=[O:11])([CH3:16])([CH3:14])[CH3:15].